From a dataset of Catalyst prediction with 721,799 reactions and 888 catalyst types from USPTO. Predict which catalyst facilitates the given reaction. (1) Reactant: [O:1]=[C:2]1[NH:7][C:6](=[O:8])[C:5]([C:9]#[N:10])=[CH:4][N:3]1[CH2:11][CH2:12][CH2:13][CH2:14][N:15]1[CH2:20][C@H:19]2[C@:17]([C:21]3[CH:26]=[CH:25][C:24]([C:27]([F:30])([F:29])[F:28])=[CH:23][CH:22]=3)([CH2:18]2)[CH2:16]1.[ClH:31]. Product: [ClH:31].[O:1]=[C:2]1[NH:7][C:6](=[O:8])[C:5]([C:9]#[N:10])=[CH:4][N:3]1[CH2:11][CH2:12][CH2:13][CH2:14][N:15]1[CH2:20][C@H:19]2[C@:17]([C:21]3[CH:22]=[CH:23][C:24]([C:27]([F:30])([F:29])[F:28])=[CH:25][CH:26]=3)([CH2:18]2)[CH2:16]1. The catalyst class is: 12. (2) Reactant: [I:1][C:2]1[C:7]2[N:8]=[C:9](SC)[N:10]=[CH:11][C:6]=2[CH:5]=[N:4][CH:3]=1.C(Cl)[Cl:15].S(Cl)(Cl)(=O)=O. Product: [Cl:15][C:9]1[N:10]=[CH:11][C:6]2[CH:5]=[N:4][CH:3]=[C:2]([I:1])[C:7]=2[N:8]=1. The catalyst class is: 10. (3) Reactant: [CH2:1]([O:3][C:4]1[CH:13]=[CH:12][C:11]2[C:6](=[CH:7][CH:8]=[CH:9][CH:10]=2)[C:5]=1[C:14](O)=[O:15])[CH3:2].C1COCC1. Product: [CH2:1]([O:3][C:4]1[CH:13]=[CH:12][C:11]2[C:6](=[CH:7][CH:8]=[CH:9][CH:10]=2)[C:5]=1[CH2:14][OH:15])[CH3:2]. The catalyst class is: 232.